From a dataset of Forward reaction prediction with 1.9M reactions from USPTO patents (1976-2016). Predict the product of the given reaction. (1) The product is: [S:7]1[C:11]2[CH:12]=[C:13]([CH2:16][OH:17])[CH:14]=[CH:15][C:10]=2[N:9]=[CH:8]1. Given the reactants [H-].[H-].[H-].[H-].[Li+].[Al+3].[S:7]1[C:11]2[CH:12]=[C:13]([C:16](OCC)=[O:17])[CH:14]=[CH:15][C:10]=2[N:9]=[CH:8]1, predict the reaction product. (2) Given the reactants [NH2:1][CH2:2][C:3]1[C:4]([N+:13]([O-])=O)=[C:5]([CH:10]=[CH:11][CH:12]=1)[C:6]([O:8][CH3:9])=[O:7], predict the reaction product. The product is: [NH2:13][C:4]1[C:3]([CH2:2][NH2:1])=[CH:12][CH:11]=[CH:10][C:5]=1[C:6]([O:8][CH3:9])=[O:7]. (3) The product is: [NH2:1][C@@H:2]([CH2:19][C:20]1[CH:21]=[CH:22][C:23]([C:26]([F:28])([F:29])[F:27])=[CH:24][CH:25]=1)[CH2:3][NH:4][C:5]1[S:6][C:7]([C:10]2[CH:17]=[C:14]3[C:13](=[CH:12][CH:11]=2)[NH:31][N:30]=[C:15]3[NH2:16])=[CH:8][N:9]=1. Given the reactants [NH2:1][C@@H:2]([CH2:19][C:20]1[CH:25]=[CH:24][C:23]([C:26]([F:29])([F:28])[F:27])=[CH:22][CH:21]=1)[CH2:3][NH:4][C:5]1[S:6][C:7]([C:10]2[CH:11]=[CH:12][C:13](F)=[C:14]([CH:17]=2)[C:15]#[N:16])=[CH:8][N:9]=1.[NH2:30][NH2:31], predict the reaction product. (4) Given the reactants [C:1]1([S:7]([N:10]2[C:14]3=[N:15][CH:16]=[C:17]([Cl:19])[CH:18]=[C:13]3[C:12]([CH:20]([C:22]3[CH:23]=[N:24][C:25]([N:28]4[Si](C)(C)CC[Si]4(C)C)=[CH:26][CH:27]=3)O)=[CH:11]2)(=[O:9])=[O:8])[CH:6]=[CH:5][CH:4]=[CH:3][CH:2]=1.NC1N=CC(C(C2C3C(=NC=C(Cl)C=3)N(S(C3C=CC=CC=3)(=O)=O)C=2)O)=CC=1.C([SiH](CC)CC)C.FC(F)(F)C(O)=O, predict the reaction product. The product is: [C:1]1([S:7]([N:10]2[C:14]3=[N:15][CH:16]=[C:17]([Cl:19])[CH:18]=[C:13]3[C:12]([CH2:20][C:22]3[CH:27]=[CH:26][C:25]([NH2:28])=[N:24][CH:23]=3)=[CH:11]2)(=[O:9])=[O:8])[CH:6]=[CH:5][CH:4]=[CH:3][CH:2]=1. (5) Given the reactants [F:1][C:2]1[CH:7]=[CH:6][C:5]([CH:8]2[CH2:13][CH2:12][N:11](C(OC(C)(C)C)=O)[CH2:10][CH2:9]2)=[CH:4][C:3]=1[NH:21][C:22](=[O:35])[CH2:23][CH2:24][CH2:25][CH2:26][C:27](=[O:34])[C:28]1[CH:33]=[CH:32][CH:31]=[CH:30][CH:29]=1.FC(F)(F)C(O)=O, predict the reaction product. The product is: [F:1][C:2]1[CH:7]=[CH:6][C:5]([CH:8]2[CH2:9][CH2:10][NH:11][CH2:12][CH2:13]2)=[CH:4][C:3]=1[NH:21][C:22](=[O:35])[CH2:23][CH2:24][CH2:25][CH2:26][C:27](=[O:34])[C:28]1[CH:33]=[CH:32][CH:31]=[CH:30][CH:29]=1. (6) The product is: [CH3:1][O:2][C:3]([C:5]1[C:13]2[C:8](=[N:9][CH:10]=[C:11]([Br:14])[CH:12]=2)[N:7]([S:15]([C:18]2[CH:23]=[CH:22][CH:21]=[CH:20][CH:19]=2)(=[O:17])=[O:16])[C:6]=1[CH2:24][Br:32])=[O:4]. Given the reactants [CH3:1][O:2][C:3]([C:5]1[C:13]2[C:8](=[N:9][CH:10]=[C:11]([Br:14])[CH:12]=2)[N:7]([S:15]([C:18]2[CH:23]=[CH:22][CH:21]=[CH:20][CH:19]=2)(=[O:17])=[O:16])[C:6]=1[CH3:24])=[O:4].C1C(=O)N([Br:32])C(=O)C1, predict the reaction product. (7) The product is: [C:1]([O:5][C:6](=[O:15])[NH:7][C:8]1[C:13]([I:29])=[C:12]([Cl:14])[CH:11]=[CH:10][N:9]=1)([CH3:4])([CH3:2])[CH3:3]. Given the reactants [C:1]([O:5][C:6](=[O:15])[NH:7][C:8]1[CH:13]=[C:12]([Cl:14])[CH:11]=[CH:10][N:9]=1)([CH3:4])([CH3:3])[CH3:2].CN(CCN(C)C)C.[Li]CCCC.[I:29]I.S([O-])(O)=O.[Na+], predict the reaction product.